This data is from Full USPTO retrosynthesis dataset with 1.9M reactions from patents (1976-2016). The task is: Predict the reactants needed to synthesize the given product. (1) Given the product [F:1][C:2]1[C:11]([CH2:12][CH2:13][C:14]2[CH:15]=[N:16][C:17]([NH:20][C:21]3[CH:22]=[N:23][N:24]([C@@H:26]4[CH2:31][CH2:30][CH2:29][N:28]([CH3:36])[CH2:27]4)[CH:25]=3)=[N:18][CH:19]=2)=[CH:10][C:5]([C:6]([NH:8][CH3:9])=[O:7])=[CH:4][C:3]=1[O:32][CH3:33], predict the reactants needed to synthesize it. The reactants are: [F:1][C:2]1[C:11]([CH2:12][CH2:13][C:14]2[CH:15]=[N:16][C:17]([NH:20][C:21]3[CH:22]=[N:23][N:24]([C@@H:26]4[CH2:31][CH2:30][CH2:29][NH:28][CH2:27]4)[CH:25]=3)=[N:18][CH:19]=2)=[CH:10][C:5]([C:6]([NH:8][CH3:9])=[O:7])=[CH:4][C:3]=1[O:32][CH3:33].C=O.[C:36](O[BH-](OC(=O)C)OC(=O)C)(=O)C.[Na+]. (2) Given the product [ClH:12].[NH2:1][C@@H:2]1[CH2:6][CH2:5][C@H:4]([C:7]([O:9][CH3:14])=[O:8])[CH2:3]1, predict the reactants needed to synthesize it. The reactants are: [NH2:1][C@@H:2]1[CH2:6][CH2:5][C@H:4]([C:7]([OH:9])=[O:8])[CH2:3]1.S(Cl)([Cl:12])=O.[CH3:14]O. (3) Given the product [CH:23]1([N:18]2[CH2:19][CH2:20][C:14]3[CH:13]=[C:12]([CH:2]([OH:1])[CH:3]4[CH2:4][CH2:5][N:6]([C:9](=[O:11])[CH3:10])[CH2:7][CH2:8]4)[CH:22]=[CH:21][C:15]=3[CH2:16][CH2:17]2)[CH2:26][CH2:25][CH2:24]1, predict the reactants needed to synthesize it. The reactants are: [OH:1][CH:2]([C:12]1[CH:22]=[CH:21][C:15]2[CH2:16][CH2:17][NH:18][CH2:19][CH2:20][C:14]=2[CH:13]=1)[CH:3]1[CH2:8][CH2:7][N:6]([C:9](=[O:11])[CH3:10])[CH2:5][CH2:4]1.[C:23]1(=O)[CH2:26][CH2:25][CH2:24]1.C(N(CC)CC)C.C(O[BH-](OC(=O)C)OC(=O)C)(=O)C.[Na+]. (4) The reactants are: C([O:3][C:4](=[O:20])[C@@H:5]([O:18][CH3:19])[CH2:6][C:7]1[CH:12]=[CH:11][C:10]([O:13][CH2:14][C:15]([OH:17])=O)=[CH:9][CH:8]=1)C.[CH:21]([N:34]1[CH2:39][CH2:38][NH:37][CH2:36][CH2:35]1)([C:28]1[CH:33]=[CH:32][CH:31]=[CH:30][CH:29]=1)[C:22]1[CH:27]=[CH:26][CH:25]=[CH:24][CH:23]=1.C(O[C@@H](CC1C=CC(O[C@@H](C(=O)NCCC2C=CC(OC3C=CC=CC=3)=CC=2)C)=CC=1)C(O)=O)C. Given the product [CH:21]([N:34]1[CH2:39][CH2:38][N:37]([C:15](=[O:17])[CH2:14][O:13][C:10]2[CH:9]=[CH:8][C:7]([CH2:6][C@H:5]([O:18][CH3:19])[C:4]([OH:3])=[O:20])=[CH:12][CH:11]=2)[CH2:36][CH2:35]1)([C:28]1[CH:33]=[CH:32][CH:31]=[CH:30][CH:29]=1)[C:22]1[CH:27]=[CH:26][CH:25]=[CH:24][CH:23]=1, predict the reactants needed to synthesize it.